From a dataset of Full USPTO retrosynthesis dataset with 1.9M reactions from patents (1976-2016). Predict the reactants needed to synthesize the given product. (1) Given the product [Cl:8][C:6]1[C:5]([N+:9]([O-:11])=[O:10])=[CH:4][C:3]([N+:12]([O-:14])=[O:13])=[C:2]([CH:7]=1)[NH:21][C:20]1[CH:22]=[CH:23][C:17]([O:16][CH3:15])=[CH:18][CH:19]=1, predict the reactants needed to synthesize it. The reactants are: Cl[C:2]1[CH:7]=[C:6]([Cl:8])[C:5]([N+:9]([O-:11])=[O:10])=[CH:4][C:3]=1[N+:12]([O-:14])=[O:13].[CH3:15][O:16][C:17]1[CH:23]=[CH:22][C:20]([NH2:21])=[CH:19][CH:18]=1.C([O-])([O-])=O.[K+].[K+]. (2) Given the product [C:36]([C:32]1[CH:31]=[C:30]([C:19]2[CH:20]=[CH:21][C:22]([O:23][CH3:24])=[C:17]([CH2:16][NH:15][CH:12]3[CH2:13][CH2:14][CH:9]([N:8]([CH3:28])[C:1](=[O:2])[O:3][C:4]([CH3:7])([CH3:6])[CH3:5])[CH2:10][CH2:11]3)[CH:18]=2)[CH:35]=[CH:34][CH:33]=1)(=[O:38])[CH3:37], predict the reactants needed to synthesize it. The reactants are: [C:1]([N:8]([CH3:28])[CH:9]1[CH2:14][CH2:13][CH:12]([NH:15][CH2:16][C:17]2[CH:18]=[C:19](B(O)O)[CH:20]=[CH:21][C:22]=2[O:23][CH3:24])[CH2:11][CH2:10]1)([O:3][C:4]([CH3:7])([CH3:6])[CH3:5])=[O:2].Br[C:30]1[CH:31]=[C:32]([C:36](=[O:38])[CH3:37])[CH:33]=[CH:34][CH:35]=1.